This data is from Peptide-MHC class II binding affinity with 134,281 pairs from IEDB. The task is: Regression. Given a peptide amino acid sequence and an MHC pseudo amino acid sequence, predict their binding affinity value. This is MHC class II binding data. (1) The peptide sequence is FHKRDMRLLSLAVSS. The MHC is HLA-DQA10201-DQB10402 with pseudo-sequence HLA-DQA10201-DQB10402. The binding affinity (normalized) is 0.723. (2) The peptide sequence is ITAMSEVQKVSQPAT. The MHC is DRB1_0901 with pseudo-sequence DRB1_0901. The binding affinity (normalized) is 0.451. (3) The peptide sequence is SKYLATASTMD. The MHC is H-2-IAu with pseudo-sequence H-2-IAu. The binding affinity (normalized) is 0.595. (4) The MHC is DRB1_1101 with pseudo-sequence DRB1_1101. The binding affinity (normalized) is 0.578. The peptide sequence is EAKYDAYVATLSEALRIIAG. (5) The peptide sequence is YDKFLANVSWVLTGK. The MHC is DRB1_1602 with pseudo-sequence QEFFIASGAAVDAIMWPRFDYYDLDRATYHVGFT. The binding affinity (normalized) is 0.800. (6) The peptide sequence is LLPSHSTVLTSHTLT. The MHC is H-2-IAb with pseudo-sequence H-2-IAb. The binding affinity (normalized) is 0.337. (7) The peptide sequence is PRLIAFTSEHSHFSLKKGAA. The MHC is HLA-DQA10301-DQB10302 with pseudo-sequence HLA-DQA10301-DQB10302. The binding affinity (normalized) is 0. (8) The peptide sequence is YDKFLANVSVVLTGK. The MHC is DRB1_1602 with pseudo-sequence DRB1_1602. The binding affinity (normalized) is 0.851. (9) The peptide sequence is YDKFLANVETVLTGK. The MHC is DRB1_0101 with pseudo-sequence DRB1_0101. The binding affinity (normalized) is 0.778.